From a dataset of Plasma protein binding rate (PPBR) regression data from AstraZeneca. Regression/Classification. Given a drug SMILES string, predict its absorption, distribution, metabolism, or excretion properties. Task type varies by dataset: regression for continuous measurements (e.g., permeability, clearance, half-life) or binary classification for categorical outcomes (e.g., BBB penetration, CYP inhibition). For this dataset (ppbr_az), we predict Y. (1) The molecule is CC(C)NC(=O)c1ccc2c(Nc3ccc(Cl)cc3)nc(N3CCOCC3)nc2c1. The Y is 99.5 %. (2) The drug is O=C(NC[C@@H](O)CN1CCC(Oc2ccc(Cl)c(Cl)c2)CC1)c1c[nH]c(=O)c2cc(F)ccc12. The Y is 98.9 %. (3) The molecule is O=C1COc2ccc(CNC3CCN(CCN4C(=O)COc5ccc([N+](=O)[O-])cc54)CC3)nc2N1. The Y is 75.1 %. (4) The molecule is CC(C)C(NC(=O)c1ccccc1)C(=O)c1ccc(C#N)cc1. The Y is 90.7 %. (5) The compound is Cc1oc(-c2ccccc2)cc1C(=O)Nc1cccc(C(=O)O)c1. The Y is 99.8 %. (6) The drug is CC(C)(C)NC(=O)NCCN1CCC(CNC(=O)c2cc(Cl)cc(Cl)c2)CC1. The Y is 89.0 %. (7) The Y is 96.0 %. The drug is Cc1cc(C)c(C)c(Cn2ccc3c(/C=N/NC(=O)c4ccc(O)c(C#N)c4)cccc32)c1C.